Dataset: Full USPTO retrosynthesis dataset with 1.9M reactions from patents (1976-2016). Task: Predict the reactants needed to synthesize the given product. (1) Given the product [Br:13][C:14]1[CH:15]=[CH:16][C:17]([F:31])=[C:18]([C:20]([NH:24][S@:25]([C:27]([CH3:29])([CH3:28])[CH3:30])=[O:26])([CH:21]([F:23])[F:22])[CH2:9][C:8]([O:11][CH3:12])=[O:10])[CH:19]=1, predict the reactants needed to synthesize it. The reactants are: C(NC(C)C)(C)C.[C:8]([O:11][CH3:12])(=[O:10])[CH3:9].[Br:13][C:14]1[CH:15]=[CH:16][C:17]([F:31])=[C:18](/[C:20](=[N:24]\[S@:25]([C:27]([CH3:30])([CH3:29])[CH3:28])=[O:26])/[CH:21]([F:23])[F:22])[CH:19]=1. (2) Given the product [ClH:12].[ClH:26].[Cl:26][C:27]1[CH:32]=[C:31]([Cl:33])[CH:30]=[CH:29][C:28]=1[CH2:34][CH2:35][C:36]([NH:1][C:2]1[C:11]([Cl:12])=[CH:10][CH:9]=[C:8]2[C:3]=1[CH:4]=[CH:5][C:6]([N:13]1[CH2:14][CH2:15][NH:16][CH2:17][CH2:18]1)=[N:7]2)=[O:37], predict the reactants needed to synthesize it. The reactants are: [NH2:1][C:2]1[C:11]([Cl:12])=[CH:10][CH:9]=[C:8]2[C:3]=1[CH:4]=[CH:5][C:6]([N:13]1[CH2:18][CH2:17][N:16](C(OC(C)(C)C)=O)[CH2:15][CH2:14]1)=[N:7]2.[Cl:26][C:27]1[CH:32]=[C:31]([Cl:33])[CH:30]=[CH:29][C:28]=1[CH2:34][CH2:35][C:36](O)=[O:37]. (3) Given the product [CH3:29][N:30]([CH2:2][C:3]1[N:4]([CH3:28])[C:5]2[C:10]([N:11]=1)=[C:9]([N:12]1[CH2:17][CH2:16][O:15][CH2:14][CH2:13]1)[N:8]=[C:7]([N:18]1[C:22]3[CH:23]=[CH:24][CH:25]=[CH:26][C:21]=3[N:20]=[C:19]1[CH3:27])[N:6]=2)[CH:31]1[CH2:36][CH2:35][N:34]([CH3:37])[CH2:33][CH2:32]1, predict the reactants needed to synthesize it. The reactants are: Br[CH2:2][C:3]1[N:4]([CH3:28])[C:5]2[C:10]([N:11]=1)=[C:9]([N:12]1[CH2:17][CH2:16][O:15][CH2:14][CH2:13]1)[N:8]=[C:7]([N:18]1[C:22]3[CH:23]=[CH:24][CH:25]=[CH:26][C:21]=3[N:20]=[C:19]1[CH3:27])[N:6]=2.[CH3:29][NH:30][CH:31]1[CH2:36][CH2:35][N:34]([CH3:37])[CH2:33][CH2:32]1. (4) Given the product [Cl:29][CH2:30][CH2:31][N:32]([CH2:34][C:35]1[CH:36]=[CH:37][C:38]([C:41]2[S:49][C:48]3[C:43](=[N:44][CH:45]=[CH:46][C:47]=3[O:50][C:51]3[CH:56]=[CH:55][C:54]([NH:57][C:4](=[O:5])[CH2:3][C:2]([NH:7][C:8]4[CH:9]=[CH:10][CH:11]=[CH:12][CH:13]=4)=[O:1])=[CH:53][C:52]=3[F:58])[CH:42]=2)=[CH:39][CH:40]=1)[CH3:33], predict the reactants needed to synthesize it. The reactants are: [O:1]=[C:2]([NH:7][C:8]1[CH:13]=[CH:12][CH:11]=[CH:10][CH:9]=1)[CH2:3][C:4](O)=[O:5].C1N(P(Cl)(N2C(=O)OCC2)=O)C(=O)OC1.[Cl:29][CH2:30][CH2:31][N:32]([CH2:34][C:35]1[CH:40]=[CH:39][C:38]([C:41]2[S:49][C:48]3[C:43](=[N:44][CH:45]=[CH:46][C:47]=3[O:50][C:51]3[CH:56]=[CH:55][C:54]([NH2:57])=[CH:53][C:52]=3[F:58])[CH:42]=2)=[CH:37][CH:36]=1)[CH3:33].CCN(C(C)C)C(C)C. (5) Given the product [ClH:29].[Br:28][C:25]1[CH:26]=[CH:27][C:22]([CH2:21][C:18]2[CH:19]=[CH:20][C:15]([O:14][CH2:13][C@H:9]3[CH2:10][CH2:11][CH2:12][NH:8]3)=[CH:16][CH:17]=2)=[CH:23][CH:24]=1, predict the reactants needed to synthesize it. The reactants are: C(OC([N:8]1[CH2:12][CH2:11][CH2:10][C@@H:9]1[CH2:13][O:14][C:15]1[CH:20]=[CH:19][C:18]([CH2:21][C:22]2[CH:27]=[CH:26][C:25]([Br:28])=[CH:24][CH:23]=2)=[CH:17][CH:16]=1)=O)(C)(C)C.[ClH:29].CCOCC. (6) Given the product [F:1][C:2]1[CH:3]=[N:4][CH:5]=[CH:6][C:7]=1[C:8]1[CH:9]=[C:10]2[N:22]=[C:21]([NH2:23])[NH:20][C:11]2=[N:12][C:13]=1[C:14]1[CH:15]=[N:16][CH:17]=[CH:18][CH:19]=1, predict the reactants needed to synthesize it. The reactants are: [F:1][C:2]1[CH:3]=[N:4][CH:5]=[CH:6][C:7]=1[C:8]1[CH:9]=[C:10]2[N:22]=[C:21]([NH:23]C(=O)OCC)[NH:20][C:11]2=[N:12][C:13]=1[C:14]1[CH:15]=[N:16][CH:17]=[CH:18][CH:19]=1.[OH-].[K+]. (7) Given the product [N:27]1([C:8]2[CH:7]=[CH:6][CH:5]=[C:4]3[C:9]=2[NH:1][CH:2]=[CH:3]3)[CH2:32][CH2:31][NH:30][CH2:29][CH2:28]1, predict the reactants needed to synthesize it. The reactants are: [NH:1]1[C:9]2[C:4](=[CH:5][CH:6]=[CH:7][CH:8]=2)[CH:3]=[CH:2]1.BrC1C=CC=C2C=1NC=C2.C([N:27]1[CH2:32][CH2:31][NH:30][CH2:29][CH2:28]1)(OC(C)(C)C)=O.C(O)(C(F)(F)F)=O. (8) Given the product [NH2:10][CH:11]([C:12]([CH3:15])([CH3:14])[CH3:13])[C:16]([N:18]1[CH2:22][CH2:21][CH:20]2[N:23]([CH:35]3[CH2:40][CH2:39][O:38][CH2:37][CH2:36]3)[CH2:24][CH:25]([O:26][C:27]3[CH:32]=[CH:31][C:30]([F:33])=[C:29]([F:34])[CH:28]=3)[CH:19]12)=[O:17], predict the reactants needed to synthesize it. The reactants are: C(OC(=O)[NH:10][CH:11]([C:16]([N:18]1[CH2:22][CH2:21][CH:20]2[N:23]([CH:35]3[CH2:40][CH2:39][O:38][CH2:37][CH2:36]3)[CH2:24][CH:25]([O:26][C:27]3[CH:32]=[CH:31][C:30]([F:33])=[C:29]([F:34])[CH:28]=3)[CH:19]12)=[O:17])[C:12]([CH3:15])([CH3:14])[CH3:13])C1C=CC=CC=1.